Dataset: Reaction yield outcomes from USPTO patents with 853,638 reactions. Task: Predict the reaction yield, written as a fraction of the theoretical maximum amount of product (1.0 means a 100% yield; for example, 0.34 means a 34% yield). (1) The reactants are [CH3:1][C:2]1([CH3:14])[C:11]2[C:6](=[C:7]([CH3:13])[CH:8]=[CH:9][C:10]=2[CH3:12])[S:5][CH2:4][CH2:3]1.[Br:15]Br.S([O-])(O)=O.[Na+]. The catalyst is C(Cl)Cl. The product is [CH3:1][C:2]1([CH3:14])[C:11]2[C:6](=[C:7]([CH3:13])[CH:8]=[C:9]([Br:15])[C:10]=2[CH3:12])[S:5][CH2:4][CH2:3]1. The yield is 0.870. (2) The reactants are [NH2:1][C:2]1[CH:7]=[CH:6][C:5]([C:8]2[S:12][S:11][C:10](=[S:13])[CH:9]=2)=[CH:4][CH:3]=1.[N:14]([O-])=O.[Na+].[C:18]([OH:27])(=[O:26])[C:19]1[C:20](=[CH:22][CH:23]=[CH:24][CH:25]=1)[OH:21].[OH-].[K+].C(=O)([O-])[O-].[Na+].[Na+]. The catalyst is Cl.O. The product is [OH:21][C:20]1[CH:22]=[CH:23][C:24]([N:14]=[N:1][C:2]2[CH:7]=[CH:6][C:5]([C:8]3[S:12][S:11][C:10](=[S:13])[CH:9]=3)=[CH:4][CH:3]=2)=[CH:25][C:19]=1[C:18]([OH:27])=[O:26]. The yield is 0.850. (3) The reactants are [CH2:1]([O:8][C:9]1[C:14]2[CH:15]=[C:16]([C:18]3[N:19]=[C:20]4[N:24]([CH:25]=3)[N:23]=[C:22](Br)[S:21]4)[O:17][C:13]=2[CH:12]=[C:11]([Cl:27])[CH:10]=1)[C:2]1[CH:7]=[CH:6][CH:5]=[CH:4][CH:3]=1.C(Cl)Cl.[CH3:31][OH:32].C[O-].[Na+]. The catalyst is CCOC(C)=O. The product is [CH2:1]([O:8][C:9]1[C:14]2[CH:15]=[C:16]([C:18]3[N:19]=[C:20]4[N:24]([CH:25]=3)[N:23]=[C:22]([O:32][CH3:31])[S:21]4)[O:17][C:13]=2[CH:12]=[C:11]([Cl:27])[CH:10]=1)[C:2]1[CH:7]=[CH:6][CH:5]=[CH:4][CH:3]=1. The yield is 0.810. (4) The reactants are [F:1][C:2]1[C:7]([F:8])=[CH:6][C:5]([C:9]2[CH:14]=[CH:13][C:12]([O:15][CH2:16][C:17]3[CH:18]=[CH:19][C:20]4[O:24][N:23]=[C:22]([NH:25][CH2:26][CH2:27][O:28][CH3:29])[C:21]=4[CH:30]=3)=[CH:11][CH:10]=2)=[C:4]([O:31][CH3:32])[CH:3]=1.C[Si]([N-][Si](C)(C)C)(C)C.[Li+].[CH3:43][CH2:44][O:45][C:46]([CH2:48]Br)=[O:47]. The catalyst is CN(C)C=O. The product is [CH2:44]([O:45][C:46](=[O:47])[CH2:48][N:25]([C:22]1[C:21]2[CH:30]=[C:17]([CH2:16][O:15][C:12]3[CH:11]=[CH:10][C:9]([C:5]4[CH:6]=[C:7]([F:8])[C:2]([F:1])=[CH:3][C:4]=4[O:31][CH3:32])=[CH:14][CH:13]=3)[CH:18]=[CH:19][C:20]=2[O:24][N:23]=1)[CH2:26][CH2:27][O:28][CH3:29])[CH3:43]. The yield is 0.340.